This data is from Catalyst prediction with 721,799 reactions and 888 catalyst types from USPTO. The task is: Predict which catalyst facilitates the given reaction. (1) Reactant: [I:1][C:2]1[C:10]2[C:5](=[CH:6][CH:7]=[CH:8][CH:9]=2)[NH:4][C:3]=1[CH3:11].[H-].[Na+].[F:14][C:15]([F:27])([F:26])[C:16]1[CH:21]=[CH:20][C:19]([S:22](Cl)(=[O:24])=[O:23])=[CH:18][CH:17]=1. Product: [I:1][C:2]1[C:10]2[C:5](=[CH:6][CH:7]=[CH:8][CH:9]=2)[N:4]([S:22]([C:19]2[CH:18]=[CH:17][C:16]([C:15]([F:14])([F:26])[F:27])=[CH:21][CH:20]=2)(=[O:24])=[O:23])[C:3]=1[CH3:11]. The catalyst class is: 31. (2) Reactant: [CH3:1][C:2]1[CH:3]=[CH:4][C:5]2[CH:9]=[C:8]([CH2:10][CH2:11][OH:12])[S:7][C:6]=2[CH:13]=1.[CH3:14][S:15](Cl)(=[O:17])=[O:16].CCN(C(C)C)C(C)C. Product: [CH3:1][C:2]1[CH:3]=[CH:4][C:5]2[CH:9]=[C:8]([CH2:10][CH2:11][O:12][S:15]([CH3:14])(=[O:17])=[O:16])[S:7][C:6]=2[CH:13]=1. The catalyst class is: 4. (3) Reactant: [OH:1][C:2]1[CH:3]=[CH:4][C:5]2[O:10][CH2:9][C:8](=[O:11])[NH:7][C:6]=2[CH:12]=1.C(=O)([O-])[O-].[Cs+].[Cs+].[N+](C1C=CC=CC=1S(O[C@H:32]1[CH2:36][CH2:35][N:34]([C:37]([O:39][C:40]([CH3:43])([CH3:42])[CH3:41])=[O:38])[CH2:33]1)(=O)=O)([O-])=O. Product: [O:11]=[C:8]1[NH:7][C:6]2[CH:12]=[C:2]([O:1][C@@H:36]3[CH2:32][CH2:33][N:34]([C:37]([O:39][C:40]([CH3:43])([CH3:42])[CH3:41])=[O:38])[CH2:35]3)[CH:3]=[CH:4][C:5]=2[O:10][CH2:9]1. The catalyst class is: 3. (4) Reactant: [C:1]([C:3]1[CH:26]=[CH:25][C:6]([NH:7][C:8]2[C:9]([OH:24])([CH3:23])[CH:10](S([O-])(=O)=O)C=C(CCC=O)C=2C)=[CH:5][C:4]=1[C:27]([F:30])([F:29])[F:28])#[N:2].[I-:31].[Na+].C(OCC)(=[O:35])C. Product: [C:1]([C:3]1[CH:26]=[CH:25][C:6]([NH:7][C:8](=[O:35])[C:9]([OH:24])([CH3:23])[CH2:10][I:31])=[CH:5][C:4]=1[C:27]([F:30])([F:29])[F:28])#[N:2]. The catalyst class is: 21.